Task: Predict the product of the given reaction.. Dataset: Forward reaction prediction with 1.9M reactions from USPTO patents (1976-2016) Given the reactants [C:1]([C:3]1[CH:8]=[CH:7][CH:6]=[CH:5][C:4]=1[C:9]1[CH:14]=[CH:13][C:12]([CH2:15][C:16]2[C:17](=[O:42])[N:18]([CH:29]3[CH2:34][CH2:33][CH:32]([O:35][CH2:36][C:37](OCC)=[O:38])[CH2:31][CH2:30]3)[C:19]3[N:20]([N:25]=[C:26]([CH3:28])[N:27]=3)[C:21]=2[CH2:22][CH2:23][CH3:24])=[CH:11][CH:10]=1)#[N:2].[CH2:43]([Mg]Br)[CH3:44].Cl.O1CC[CH2:50][CH2:49]1, predict the reaction product. The product is: [CH2:49]([C:37]([OH:38])([CH2:43][CH3:44])[CH2:36][O:35][C@H:32]1[CH2:33][CH2:34][C@H:29]([N:18]2[C:17](=[O:42])[C:16]([CH2:15][C:12]3[CH:13]=[CH:14][C:9]([C:4]4[C:3]([C:1]#[N:2])=[CH:8][CH:7]=[CH:6][CH:5]=4)=[CH:10][CH:11]=3)=[C:21]([CH2:22][CH2:23][CH3:24])[N:20]3[N:25]=[C:26]([CH3:28])[N:27]=[C:19]23)[CH2:30][CH2:31]1)[CH3:50].